This data is from Reaction yield outcomes from USPTO patents with 853,638 reactions. The task is: Predict the reaction yield, written as a fraction of the theoretical maximum amount of product (1.0 means a 100% yield; for example, 0.34 means a 34% yield). The reactants are [CH3:1][CH2:2][CH2:3][CH2:4][CH2:5][C@H:6]([OH:25])/[CH:7]=[CH:8]/[C@@H:9]1[C@@H:13]([CH2:14]/[CH:15]=[CH:16]\[CH2:17][CH2:18][CH2:19][C:20]([OH:22])=O)[C@@H:12]([OH:23])[CH2:11][C@H:10]1[OH:24].C(N(CC)CC)C.C(OC(Cl)=O)C.[CH:39]1[C:44]([OH:45])=[CH:43][C:42]2[C:46]([CH2:49][CH2:50][NH2:51])=[CH:47][NH:48][C:41]=2[CH:40]=1.Cl. The catalyst is C(Cl)Cl.C(OCC)(=O)C. The product is [OH:45][C:44]1[CH:43]=[C:42]2[C:41](=[CH:40][CH:39]=1)[NH:48][CH:47]=[C:46]2[CH2:49][CH2:50][NH:51][C:20](=[O:22])[CH2:19][CH2:18][CH2:17]/[CH:16]=[CH:15]\[CH2:14][C@H:13]1[C@@H:12]([OH:23])[CH2:11][C@@H:10]([OH:24])[C@@H:9]1/[CH:8]=[CH:7]/[C@@H:6]([OH:25])[CH2:5][CH2:4][CH2:3][CH2:2][CH3:1]. The yield is 0.680.